From a dataset of Catalyst prediction with 721,799 reactions and 888 catalyst types from USPTO. Predict which catalyst facilitates the given reaction. Reactant: [C:1]([S:5][C:6]1[CH:11]=[CH:10][C:9]([N+:12]([O-])=O)=[CH:8][CH:7]=1)([CH3:4])([CH3:3])[CH3:2].[Sn].[OH-].[Na+].O. Product: [C:1]([S:5][C:6]1[CH:7]=[CH:8][C:9]([NH2:12])=[CH:10][CH:11]=1)([CH3:4])([CH3:2])[CH3:3]. The catalyst class is: 361.